From a dataset of Full USPTO retrosynthesis dataset with 1.9M reactions from patents (1976-2016). Predict the reactants needed to synthesize the given product. (1) Given the product [CH2:1]([O:8][C:9]([NH:11][CH:12]1[CH2:21][C:20]2[C:15](=[CH:16][CH:17]=[CH:18][CH:19]=2)[CH2:14][C:13]1=[O:22])=[O:10])[C:2]1[CH:7]=[CH:6][CH:5]=[CH:4][CH:3]=1, predict the reactants needed to synthesize it. The reactants are: [CH2:1]([O:8][C:9]([NH:11][C@@H:12]1[CH2:21][C:20]2[C:15](=[CH:16][CH:17]=[CH:18][CH:19]=2)[CH2:14][C@H:13]1[OH:22])=[O:10])[C:2]1[CH:7]=[CH:6][CH:5]=[CH:4][CH:3]=1.[Cr](Cl)([O-])(=O)=O.[NH+]1C=CC=CC=1. (2) Given the product [F:2][C:3]1[CH:4]=[C:5]([CH:8]=[CH:9][C:10]=1[NH:11][S:12]([CH3:15])(=[O:14])=[O:13])[CH2:6][NH:7][C:33](=[O:34])[CH:32]=[CH:31][C:28]1[CH:29]=[N:30][C:25]([O:24][CH3:23])=[CH:26][C:27]=1[C:36]([F:38])([F:37])[F:39], predict the reactants needed to synthesize it. The reactants are: Cl.[F:2][C:3]1[CH:4]=[C:5]([CH:8]=[CH:9][C:10]=1[NH:11][S:12]([CH3:15])(=[O:14])=[O:13])[CH2:6][NH2:7].CN1CCOCC1.[CH3:23][O:24][C:25]1[N:30]=[CH:29][C:28]([CH:31]=[CH:32][C:33](O)=[O:34])=[C:27]([C:36]([F:39])([F:38])[F:37])[CH:26]=1.O.[Cl-].COC1N=C(OC)N=C([N+]2(C)CCOCC2)N=1. (3) Given the product [OH:24][C:23]1([C:7]2[CH:16]=[CH:15][C:10]([C:11]([O:13][CH3:14])=[O:12])=[CH:9][CH:8]=2)[CH2:22][CH:21]2[CH2:20][CH:19]1[CH2:18][CH2:17]2, predict the reactants needed to synthesize it. The reactants are: C([Mg]Cl)(C)C.I[C:7]1[CH:16]=[CH:15][C:10]([C:11]([O:13][CH3:14])=[O:12])=[CH:9][CH:8]=1.[CH2:17]1[CH:21]2[CH2:22][C:23](=[O:24])[CH:19]([CH2:20]2)[CH2:18]1.